From a dataset of Experimentally validated miRNA-target interactions with 360,000+ pairs, plus equal number of negative samples. Binary Classification. Given a miRNA mature sequence and a target amino acid sequence, predict their likelihood of interaction. (1) The miRNA is hsa-miR-5698 with sequence UGGGGGAGUGCAGUGAUUGUGG. The protein sequence of the target gene is MRPPPALALAGLCLLALPAAAASYFGLTGREVLTPFPGLGTAAAPAQGGAHLKQCDLLKLSRRQKQLCRREPGLAETLRDAAHLGLLECQFQFRHERWNCSLEGRMGLLKRGFKETAFLYAVSSAALTHTLARACSAGRMERCTCDDSPGLESRQAWQWGVCGDNLKYSTKFLSNFLGSKRGNKDLRARADAHNTHVGIKAVKSGLRTTCKCHGVSGSCAVRTCWKQLSPFRETGQVLKLRYDSAVKVSSATNEALGRLELWAPARQGSLTKGLAPRSGDLVYMEDSPSFCRPSKYSPGT.... Result: 1 (interaction). (2) The miRNA is hsa-miR-181b-2-3p with sequence CUCACUGAUCAAUGAAUGCA. The protein sequence of the target gene is MASLLPLLCLCVVAAHLAGARDATPTEEPMATALGLERRSVYTGQPSPALEDWEEASEWTSWFNVDHPGGDGDFESLAAIRFYYGPARVCPRPLALEARTTDWALPSAVGERVHLNPTRGFWCLNREQPRGRRCSNYHVRFRCPLEASWGAWGPWGPCSGSCGPGRRLRRRHCPSPAGDACPGRPLEAQKCVRPRCPGCSLDTCECPDHILLGSVVTPSGQPLLGARVSLRDQPGTVATSDAHGTFRVPGVCADSRANIRAQMDGFSAGEAQAQANGSISVVTIILDKLEKPYLVKHPES.... Result: 1 (interaction). (3) The miRNA is hsa-miR-124-3p with sequence UAAGGCACGCGGUGAAUGCCAA. The protein sequence of the target gene is MFFWCACCLMVAWRVSASDAEHCPELPPVDNSIFVAKEVEGQILGTYVCIKGYHLVGKKTLFCNASKEWDNTTTECRLGHCPDPVLVNGEFSSSGPVNVSDKITFMCNDHYILKGSNRSQCLEDHTWAPPFPICKSRDCDPPGNPVHGYFEGNNFTLGSTISYYCEDRYYLVGVQEQQCVDGEWSSALPVCKLIQEAPKPECEKALLAFQESKNLCEAMENFMQQLKESGMTMEELKYSLELKKAELKAKLL. Result: 1 (interaction). (4) The miRNA is hsa-miR-3197 with sequence GGAGGCGCAGGCUCGGAAAGGCG. The protein sequence of the target gene is MDLLRLSRLFSGPRPIGLSVLQHLDLVGSTRWTGGREGPARLRAAFCGSSSPLPLGSGNQKEMSSLCSDSSKLSTVAPQEEAEEESFGSLSGKFSSRRIFHKSTAQLYNLQLKEQGGEEEELEPRPWRGRRNTQYWYFFQCKRLIKEGKLAEALDLFERQMLKEERLQPLECNYTVLIGGCGRVGYLKKAFRLFNDMKKRDLEPSDATYTALFNVCAESPWKDSALQSALKLRQQLQARNFQLNLKTYHALLKVAAKCADLRLCLDVFKEIIQRGHAVTEETFCFLLVGCIQDKKTGFRQ.... Result: 0 (no interaction). (5) The miRNA is hsa-miR-93-5p with sequence CAAAGUGCUGUUCGUGCAGGUAG. The protein sequence of the target gene is MDPGAALQRRAGGGGGLGAGSPALSGGQGRRRKQPPRPADFKLQVIIIGSRGVGKTSLMERFTDDTFCEACKSTVGVDFKIKTVELRGKKIRLQIWDTAGQERFNSITSAYYRSAKGIILVYDITKKETFDDLPKWMKMIDKYASEDAELLLVGNKLDCETDREITRQQGEKFAQQITGMRFCEASAKDNFNVDEIFLKLVDDILKKMPLDILRNELSNSILSLQPEPEIPPELPPPRPHVRCC. Result: 1 (interaction). (6) The miRNA is hsa-miR-6842-5p with sequence UGGGGGUGGUCUCUAGCCAAGG. The protein sequence of the target gene is MPLQGSVSFKDVTVDFTQEEWQQLDPAQKALYRDVMLENYCHFVSVGFHMAKPDMIRKLEQGEELWTQRIFPSYSYLEEDGKTEDVLVKFKEYQDRHSRPLIFINHKKLIKERSNIYGKTFTLGKNRISKTILCEYKPDGKVLKNISELVIRNISPIKEKFGDSTGWEKSLLNTKHEKIHPAVNLHKQTERVLSGKQELIQHQKVQAPEQPFDHNECEKSFLMKGMLFTHTRAHRGERTFEYNKDGIAFIEKSSLSVHPSNLMEKKPSAYNKYGKFLCRKPVFIMPQRPQTEEKPFHCPY.... Result: 0 (no interaction). (7) The miRNA is hsa-miR-335-5p with sequence UCAAGAGCAAUAACGAAAAAUGU. The protein sequence of the target gene is MKTGHFEIVTMLLATMILVDIFQVKAEVLDMADNAFDDEYLKCTDRMEIKYVPQLLKEEKASHQQLDTVWENAKAKWAARKTQIFLPMNFKDNHGIALMAYISEAQEQTPFYHLFSEAVKMAGQSREDYIYGFQFKAFHFYLTRALQLLRKPCEASSKTVVYRTSQGTSFTFGGLNQARFGHFTLAYSAKPQAANDQLTVLSIYTCLGVDIENFLDKESERITLIPLNEVFQVSQEGAGNNLILQSINKTCSHYECAFLGGLKTENCIENLEYFQPIYVYNPGEKNQKLEDHSEKNWKLE.... Result: 1 (interaction).